From a dataset of Reaction yield outcomes from USPTO patents with 853,638 reactions. Predict the reaction yield, written as a fraction of the theoretical maximum amount of product (1.0 means a 100% yield; for example, 0.34 means a 34% yield). (1) The catalyst is CN(C=O)C.O. The product is [CH3:3][O:4][C:5]1[CH:6]=[C:7]2[C:12](=[CH:13][CH:14]=1)[CH2:11][CH:10]([N:15]1[C:19](=[O:20])[C:18]3[C:17](=[CH:25][CH:24]=[CH:23][CH:22]=3)[C:16]1=[O:21])[CH2:9][CH2:8]2. The reactants are [H-].[Na+].[CH3:3][O:4][C:5]1[CH:6]=[C:7]2[C:12](=[CH:13][CH:14]=1)[CH2:11][CH:10]([NH2:15])[CH2:9][CH2:8]2.[C:16]1(=O)[O:21][C:19](=[O:20])[C:18]2=[CH:22][CH:23]=[CH:24][CH:25]=[C:17]12. The yield is 0.670. (2) The catalyst is CC#N. The product is [Br:1][C:2]1[CH:11]=[CH:10][C:5]([C:6]([O:8][CH3:9])=[O:7])=[CH:4][C:3]=1[CH2:12][S:39][CH3:38]. The yield is 0.940. The reactants are [Br:1][C:2]1[CH:11]=[CH:10][C:5]([C:6]([O:8][CH3:9])=[O:7])=[CH:4][C:3]=1[CH2:12]Br.COCC1C=C(C(O)=O)C=CC=1C1C=CC=CC=1C.C1COCC1.[CH3:38][S-:39].[Na+]. (3) The reactants are [Si:1](Cl)([C:4]([CH3:7])([CH3:6])[CH3:5])([CH3:3])[CH3:2].[Br:9][C:10]1[CH:15]=[CH:14][C:13]([C:16]([OH:19])([CH3:18])[CH3:17])=[CH:12][CH:11]=1.N1C=CN=C1. The catalyst is CN(C=O)C. The product is [Br:9][C:10]1[CH:11]=[CH:12][C:13]([C:16]([CH3:18])([O:19][Si:1]([C:4]([CH3:7])([CH3:6])[CH3:5])([CH3:3])[CH3:2])[CH3:17])=[CH:14][CH:15]=1. The yield is 0.460. (4) The reactants are [Br:1][C:2]1[CH:7]=[CH:6][C:5]([C:8]([F:11])([F:10])[F:9])=[CH:4][C:3]=1I.CC1(C)C(C)(C)OB([C:21]2[CH2:22][N:23]([C:26]([O:28][C:29]([CH3:32])([CH3:31])[CH3:30])=[O:27])[CH2:24][CH:25]=2)O1.C(=O)([O-])[O-].[K+].[K+]. The catalyst is O1CCOCC1.C1C=CC(P(C2C=CC=CC=2)[C-]2C=CC=C2)=CC=1.C1C=CC(P(C2C=CC=CC=2)[C-]2C=CC=C2)=CC=1.Cl[Pd]Cl.[Fe+2].C(Cl)Cl. The product is [Br:1][C:2]1[CH:7]=[CH:6][C:5]([C:8]([F:11])([F:10])[F:9])=[CH:4][C:3]=1[C:25]1[CH2:24][N:23]([C:26]([O:28][C:29]([CH3:32])([CH3:31])[CH3:30])=[O:27])[CH2:22][CH:21]=1. The yield is 0.620. (5) The reactants are [F:1][C:2]1[CH:39]=[CH:38][C:5]([C:6]([NH:8][C@@:9]([C:24]2[CH:29]=[C:28]([O:30][C:31]([F:36])([F:35])[CH:32]([F:34])[F:33])[CH:27]=[C:26]([F:37])[CH:25]=2)([C:17]2[CH:22]=[CH:21][C:20]([F:23])=[CH:19][CH:18]=2)[CH2:10][C:11]2[CH:16]=[CH:15][CH:14]=[CH:13][CH:12]=2)=O)=[CH:4][C:3]=1[C:40]([F:43])([F:42])[F:41].COC1C=CC(P2(SP(C3C=CC(OC)=CC=3)(=S)S2)=[S:53])=CC=1. The catalyst is C1(C)C=CC=CC=1. The product is [F:1][C:2]1[CH:39]=[CH:38][C:5]([C:6](=[S:53])[NH:8][C@@:9]([C:24]2[CH:29]=[C:28]([O:30][C:31]([F:36])([F:35])[CH:32]([F:34])[F:33])[CH:27]=[C:26]([F:37])[CH:25]=2)([C:17]2[CH:22]=[CH:21][C:20]([F:23])=[CH:19][CH:18]=2)[CH2:10][C:11]2[CH:16]=[CH:15][CH:14]=[CH:13][CH:12]=2)=[CH:4][C:3]=1[C:40]([F:43])([F:42])[F:41]. The yield is 0.830. (6) The reactants are [N:1]1([C:7]2[CH:14]=[CH:13][C:10]([C:11]#[N:12])=[CH:9][CH:8]=2)[CH2:6][CH2:5][O:4][CH2:3][CH2:2]1.[H-].[H-].[H-].[H-].[Li+].[Al+3].[OH-].[Na+].O. The catalyst is C1COCC1. The product is [N:1]1([C:7]2[CH:8]=[CH:9][C:10]([CH2:11][NH2:12])=[CH:13][CH:14]=2)[CH2:6][CH2:5][O:4][CH2:3][CH2:2]1. The yield is 0.230.